This data is from Full USPTO retrosynthesis dataset with 1.9M reactions from patents (1976-2016). The task is: Predict the reactants needed to synthesize the given product. (1) Given the product [NH2:23][C:22]1[C:17]([NH:16][C:11]([C:8]2([N:7]3[CH2:6][CH2:5][O:4][CH2:3][C:2]3=[O:1])[CH2:9][CH2:10]2)=[O:13])=[CH:18][CH:19]=[C:20]([N:24]2[CH2:29][CH2:28][CH2:27][CH:26]([C:30]3[N:32]4[CH2:36][CH2:35][CH2:34][C:33]4=[CH:48][N:44]=3)[CH2:25]2)[N:21]=1, predict the reactants needed to synthesize it. The reactants are: [O:1]=[C:2]1[N:7]([C:8]2([C:11]([OH:13])=O)[CH2:10][CH2:9]2)[CH2:6][CH2:5][O:4][CH2:3]1.Cl.Cl.[NH2:16][C:17]1[CH:18]=[CH:19][C:20]([N:24]2[CH2:29][CH2:28][CH2:27][C@@H:26]([C:30]([N:32]3[CH2:36][CH2:35][CH2:34][CH2:33]3)=O)[CH2:25]2)=[N:21][C:22]=1[NH2:23].F[P-](F)(F)(F)(F)F.[N:44]1(OC(N(C)C)=[N+](C)C)[C:48]2N=CC=CC=2N=N1.C(N(C(C)C)CC)(C)C. (2) Given the product [Br-:15].[CH2:6]([C:2]1[S:1][CH:5]=[CH:4][NH+:3]=1)[C:7]([C:9]1[CH:14]=[CH:13][CH:12]=[CH:11][CH:10]=1)=[O:8], predict the reactants needed to synthesize it. The reactants are: [S:1]1[CH:5]=[CH:4][N:3]=[CH:2]1.[CH2:6]([Br:15])[C:7]([C:9]1[CH:14]=[CH:13][CH:12]=[CH:11][CH:10]=1)=[O:8]. (3) Given the product [Br:27][C:28]1[CH:29]=[CH:30][C:31]2[S:35][C:34]([CH2:36][CH2:38][OH:39])=[N:33][C:32]=2[CH:37]=1, predict the reactants needed to synthesize it. The reactants are: CC1CCCN(C)C1(C)C.[Li]CCCC.[Li]N1C(C)(C)CCCC1(C)C.[Br:27][C:28]1[CH:29]=[CH:30][C:31]2[S:35][C:34]([CH3:36])=[N:33][C:32]=2[CH:37]=1.[CH2:38]=[O:39]. (4) Given the product [CH3:9][C:6]1[CH:7]=[CH:8][C:3]([N:1]2[C:21]([OH:22])=[C:12]3[C:11]([CH2:20][CH2:19][C:18]4[CH:17]=[CH:16][CH:15]=[CH:14][C:13]=43)=[N:2]2)=[N:4][CH:5]=1, predict the reactants needed to synthesize it. The reactants are: [NH:1]([C:3]1[CH:8]=[CH:7][C:6]([CH3:9])=[CH:5][N:4]=1)[NH2:2].O=[C:11]1[CH2:20][CH2:19][C:18]2[C:13](=[CH:14][CH:15]=[CH:16][CH:17]=2)[CH:12]1[C:21](OCC)=[O:22]. (5) Given the product [O:20]1[C:19]2[CH:23]=[CH:24][C:16]([CH2:15][CH2:14][C:4]3[CH:3]=[C:2]([NH:1][C:36](=[O:37])[C:35]4[CH:34]=[CH:33][C:32]([N:29]5[CH2:28][CH2:27][N:26]([CH3:25])[CH2:31][CH2:30]5)=[CH:40][CH:39]=4)[NH:6][N:5]=3)=[CH:17][C:18]=2[O:22][CH2:21]1, predict the reactants needed to synthesize it. The reactants are: [NH2:1][C:2]1[N:6](C(OC(C)(C)C)=O)[N:5]=[C:4]([CH2:14][CH2:15][C:16]2[CH:24]=[CH:23][C:19]3[O:20][CH2:21][O:22][C:18]=3[CH:17]=2)[CH:3]=1.[CH3:25][N:26]1[CH2:31][CH2:30][N:29]([C:32]2[CH:40]=[CH:39][C:35]([C:36](Cl)=[O:37])=[CH:34][CH:33]=2)[CH2:28][CH2:27]1.FC(F)(F)C(O)=O. (6) Given the product [C:27]1([CH:26]([C:33]2[CH:38]=[CH:37][CH:36]=[CH:35][CH:34]=2)[CH2:25][CH2:24][N:15]([CH2:16][CH2:17][C:18]2[CH:23]=[CH:22][CH:21]=[CH:20][N:19]=2)[C:14]([NH:13][C:10]2[N:9]=[C:8]([C:5]3[CH:4]=[CH:3][C:2]([NH:1][C:46](=[O:48])[CH3:47])=[CH:7][CH:6]=3)[S:12][N:11]=2)=[O:39])[CH:28]=[CH:29][CH:30]=[CH:31][CH:32]=1, predict the reactants needed to synthesize it. The reactants are: [NH2:1][C:2]1[CH:7]=[CH:6][C:5]([C:8]2[S:12][N:11]=[C:10]([NH:13][C:14](=[O:39])[N:15]([CH2:24][CH2:25][CH:26]([C:33]3[CH:38]=[CH:37][CH:36]=[CH:35][CH:34]=3)[C:27]3[CH:32]=[CH:31][CH:30]=[CH:29][CH:28]=3)[CH2:16][CH2:17][C:18]3[CH:23]=[CH:22][CH:21]=[CH:20][N:19]=3)[N:9]=2)=[CH:4][CH:3]=1.N1C=CC=CC=1.[C:46](OC(=O)C)(=[O:48])[CH3:47]. (7) Given the product [CH2:8]([NH:2][C:3]1([CH2:6][OH:7])[CH2:5][CH2:4]1)[C:9]1[CH:14]=[CH:13][CH:12]=[CH:11][CH:10]=1, predict the reactants needed to synthesize it. The reactants are: Cl.[NH2:2][C:3]1([CH2:6][OH:7])[CH2:5][CH2:4]1.[CH:8](=O)[C:9]1[CH:14]=[CH:13][CH:12]=[CH:11][CH:10]=1.C(N(CC)CC)C.C(=O)(O)[O-].[Na+].